Predict the reaction yield, written as a fraction of the theoretical maximum amount of product (1.0 means a 100% yield; for example, 0.34 means a 34% yield). From a dataset of Reaction yield outcomes from USPTO patents with 853,638 reactions. (1) The reactants are [CH:1]1([NH:4][C:5]([NH:7][C:8]2[CH:13]=[CH:12][C:11]([O:14][C:15]3[CH:20]=[CH:19][N:18]=[C:17]4[CH:21]=[C:22]([C:24]5[CH:29]=[CH:28][C:27]([CH2:30][N:31]6[CH2:36][CH2:35][NH:34][CH2:33][CH2:32]6)=[CH:26][N:25]=5)[S:23][C:16]=34)=[C:10]([F:37])[CH:9]=2)=[O:6])[CH2:3][CH2:2]1.CCN(C(C)C)C(C)C.Cl[CH2:48][C@H:49]([OH:51])[CH3:50]. The catalyst is CS(C)=O.CCOC(C)=O. The product is [CH:1]1([NH:4][C:5]([NH:7][C:8]2[CH:13]=[CH:12][C:11]([O:14][C:15]3[CH:20]=[CH:19][N:18]=[C:17]4[CH:21]=[C:22]([C:24]5[CH:29]=[CH:28][C:27]([CH2:30][N:31]6[CH2:32][CH2:33][N:34]([CH2:48][C@H:49]([OH:51])[CH3:50])[CH2:35][CH2:36]6)=[CH:26][N:25]=5)[S:23][C:16]=34)=[C:10]([F:37])[CH:9]=2)=[O:6])[CH2:3][CH2:2]1. The yield is 0.260. (2) The product is [CH2:15]([C:4]1[C:3]([C:18]2[CH:19]=[CH:20][C:21]([OH:24])=[CH:22][CH:23]=2)=[C:2]([NH:1][CH2:25][CH2:26][CH3:27])[N:7]=[CH:6][C:5]=1[C:8]1[CH:9]=[CH:10][C:11]([OH:14])=[CH:12][CH:13]=1)[CH3:17]. The yield is 0.0500. The reactants are [NH2:1][C:2]1[N:7]=[CH:6][C:5]([C:8]2[CH:13]=[CH:12][C:11]([OH:14])=[CH:10][CH:9]=2)=[C:4]([CH:15]([CH3:17])C)[C:3]=1[C:18]1[CH:23]=[CH:22][C:21]([OH:24])=[CH:20][CH:19]=1.[CH:25](=O)[CH2:26][CH3:27].[BH-](OC(C)=O)(OC(C)=O)OC(C)=O.[Na+]. The catalyst is ClCCCl. (3) The catalyst is C(OCC)(=O)C. The yield is 0.364. The reactants are [F:1][C:2]1[CH:7]=[C:6]([F:8])[CH:5]=[CH:4][C:3]=1[CH:9]1[CH2:13][CH2:12][CH2:11][C:10]1=[O:14].[C:15](Cl)([N:17]=[C:18]=[O:19])=[O:16].C1(C)C=CC=CC=1. The product is [F:1][C:2]1[CH:7]=[C:6]([F:8])[CH:5]=[CH:4][C:3]=1[CH:9]1[C:10]2[O:14][C:18](=[O:19])[NH:17][C:15](=[O:16])[C:11]=2[CH2:12][CH2:13]1.